This data is from Full USPTO retrosynthesis dataset with 1.9M reactions from patents (1976-2016). The task is: Predict the reactants needed to synthesize the given product. (1) The reactants are: O1CCOCC1.Cl[C:8]1[N:16]=[C:15]2[C:11]([N:12]=[CH:13][N:14]2[CH2:17][CH:18]([CH3:20])[CH3:19])=[C:10]([N:21]2[CH2:26][CH2:25][O:24][CH2:23][C@@H:22]2[CH3:27])[N:9]=1.CC1(C)C(C)(C)OB([C:36]2[CH:37]=[N:38][C:39]([NH2:42])=[N:40][CH:41]=2)O1.C(=O)([O-])[O-].[Na+].[Na+]. Given the product [CH2:17]([N:14]1[CH:13]=[N:12][C:11]2[C:15]1=[N:16][C:8]([C:36]1[CH:37]=[N:38][C:39]([NH2:42])=[N:40][CH:41]=1)=[N:9][C:10]=2[N:21]1[CH2:26][CH2:25][O:24][CH2:23][C@@H:22]1[CH3:27])[CH:18]([CH3:20])[CH3:19], predict the reactants needed to synthesize it. (2) Given the product [F:1][C:2]1[CH:7]=[CH:6][C:5]([CH2:8][NH:9][C:10]([C:12]2[CH:17]=[N:16][C:15]3[NH:18][CH2:19][CH2:20][CH2:21][CH2:22][CH2:23][CH2:24][CH2:25][CH2:33][CH2:32][CH:31]([OH:35])[CH2:30][CH2:29][CH2:28][NH:27][C:13]=2[N:14]=3)=[O:11])=[CH:4][CH:3]=1, predict the reactants needed to synthesize it. The reactants are: [F:1][C:2]1[CH:7]=[CH:6][C:5]([CH2:8][NH:9][C:10]([C:12]2[C:13]([NH:27][CH2:28][CH2:29][CH2:30][CH:31]([OH:35])[CH2:32][CH:33]=C)=[N:14][C:15]([NH:18][CH2:19][CH2:20][CH2:21][CH2:22][CH2:23][CH2:24][CH:25]=C)=[N:16][CH:17]=2)=[O:11])=[CH:4][CH:3]=1.C1(=O)C=CC(=O)C=C1. (3) Given the product [CH3:1][O:2][C:3](=[O:16])[C:4]1[CH:9]=[CH:8][C:7]([CH:10]([F:23])[CH3:11])=[CH:6][C:5]=1[N+:13]([O-:15])=[O:14], predict the reactants needed to synthesize it. The reactants are: [CH3:1][O:2][C:3](=[O:16])[C:4]1[CH:9]=[CH:8][C:7]([CH:10](O)[CH3:11])=[CH:6][C:5]=1[N+:13]([O-:15])=[O:14].CCN(S(F)(F)[F:23])CC.C([O-])(O)=O.[Na+]. (4) Given the product [C:6]([C:8]1[C:9]([NH:19][C:20](=[O:25])[C:21]([CH3:24])([CH3:23])[CH3:22])=[C:10]([O:17][CH3:18])[C:11]([F:16])=[C:12]([C:26]2[CH:31]=[CH:30][CH:29]=[CH:28][CH:27]=2)[C:13]=1[CH3:14])#[N:7], predict the reactants needed to synthesize it. The reactants are: CN(C)C=O.[C:6]([C:8]1[C:13]([CH3:14])=[C:12](I)[C:11]([F:16])=[C:10]([O:17][CH3:18])[C:9]=1[NH:19][C:20](=[O:25])[C:21]([CH3:24])([CH3:23])[CH3:22])#[N:7].[C:26]1(B(O)O)[CH:31]=[CH:30][CH:29]=[CH:28][CH:27]=1. (5) Given the product [F:1][C:2]1[CH:3]=[C:4]([CH:37]=[CH:38][C:39]=1[F:40])[CH2:5][NH:6][C:7]([C:9]1[NH:13][N:12]=[C:11]([N:23]2[C:27](=[O:28])[N:26]([CH2:29][C:30]3[CH:35]=[CH:34][C:33]([F:36])=[CH:32][CH:31]=3)[N:25]=[CH:24]2)[CH:10]=1)=[O:8], predict the reactants needed to synthesize it. The reactants are: [F:1][C:2]1[CH:3]=[C:4]([CH:37]=[CH:38][C:39]=1[F:40])[CH2:5][NH:6][C:7]([C:9]1[N:13](CC2C=CC(OC)=CC=2)[N:12]=[C:11]([N:23]2[C:27](=[O:28])[N:26]([CH2:29][C:30]3[CH:35]=[CH:34][C:33]([F:36])=[CH:32][CH:31]=3)[N:25]=[CH:24]2)[CH:10]=1)=[O:8].FC(S(O)(=O)=O)(F)F.